Dataset: Forward reaction prediction with 1.9M reactions from USPTO patents (1976-2016). Task: Predict the product of the given reaction. (1) Given the reactants [Cl:1][C:2]1[N:3]=[N:4][C:5](Cl)=[CH:6][CH:7]=1.O.[NH2:10][NH2:11], predict the reaction product. The product is: [Cl:1][C:2]1[N:3]=[N:4][C:5]([NH:10][NH2:11])=[CH:6][CH:7]=1. (2) The product is: [Cl-:32].[C:1]([O:9][CH:10]([CH3:21])[CH2:11][N+:12]([CH2:30][CH3:31])([CH2:13][CH3:14])[CH:15]1[CH2:16][CH2:17][CH2:18][CH2:19][CH2:20]1)(=[O:8])[C:2]1[CH:7]=[CH:6][CH:5]=[CH:4][CH:3]=1. Given the reactants [C:1]([O:9][CH:10]([CH3:21])[CH2:11][N:12]([CH:15]1[CH2:20][CH2:19][CH2:18][CH2:17][CH2:16]1)[CH2:13][CH3:14])(=[O:8])[C:2]1[CH:7]=[CH:6][CH:5]=[CH:4][CH:3]=1.O([CH2:30][CH3:31])S(C(F)(F)F)(=O)=O.[Cl-:32].FF, predict the reaction product. (3) Given the reactants [CH3:1][O:2][C:3]1[CH:15]=[C:14](B2OC(C)(C)C(C)(C)O2)[CH:13]=[CH:12][C:4]=1[CH2:5][N:6]1[CH2:11][CH2:10][CH2:9][CH2:8][CH2:7]1.I[C:26]1[CH:39]=[N:38][C:29]2[NH:30][C:31]3[CH:36]=[N:35][C:34]([Br:37])=[CH:33][C:32]=3[C:28]=2[CH:27]=1, predict the reaction product. The product is: [Br:37][C:34]1[N:35]=[CH:36][C:31]2[NH:30][C:29]3[N:38]=[CH:39][C:26]([C:14]4[CH:13]=[CH:12][C:4]([CH2:5][N:6]5[CH2:7][CH2:8][CH2:9][CH2:10][CH2:11]5)=[C:3]([O:2][CH3:1])[CH:15]=4)=[CH:27][C:28]=3[C:32]=2[CH:33]=1. (4) Given the reactants [CH:1]1[CH:10]=[CH:9][CH:8]=[C:7]2[C:2]=1[C:3]1[N:13]3[NH:14][CH:15]=[CH:16][C:12]3=[N:11][C:4]=1[CH:5]=[N:6]2.[H-].[Na+].[C:19]1([CH3:29])[CH:24]=[CH:23][C:22]([S:25](Cl)(=[O:27])=[O:26])=[CH:21][CH:20]=1, predict the reaction product. The product is: [CH3:29][C:19]1[CH:24]=[CH:23][C:22]([S:25]([N:14]2[N:13]3[C:3]4[C:2]5[C:7](=[CH:8][CH:9]=[CH:10][CH:1]=5)[N:6]=[CH:5][C:4]=4[N:11]=[C:12]3[CH:16]=[CH:15]2)(=[O:27])=[O:26])=[CH:21][CH:20]=1. (5) Given the reactants [NH:1]1[C:9]2[C:4](=[CH:5][CH:6]=[CH:7][CH:8]=2)[CH:3]([CH2:10]OS(C)(=O)=O)[CH2:2]1.[N-:16]=[N+:17]=[N-:18].[Na+], predict the reaction product. The product is: [N:16]([CH2:10][CH:3]1[C:4]2[C:9](=[CH:8][CH:7]=[CH:6][CH:5]=2)[NH:1][CH2:2]1)=[N+:17]=[N-:18]. (6) Given the reactants [NH:1]1[C:5]([CH2:6][CH2:7][CH2:8][N:9]([C:11]2[N:15](CC3C=CC(OC)=CC=3)[N:14]=[N:13][N:12]=2)[NH2:10])=[N:4][N:3]=[N:2]1.Cl, predict the reaction product. The product is: [NH:15]1[C:11]([N:9]([CH2:8][CH2:7][CH2:6][C:5]2[NH:1][N:2]=[N:3][N:4]=2)[NH2:10])=[N:12][N:13]=[N:14]1. (7) Given the reactants [Cl:1][C:2]1[CH:3]=[C:4]([C@@H:8]([OH:21])[CH2:9][NH:10][C:11](=O)[CH2:12][C:13]2[CH:18]=[CH:17][C:16]([I:19])=[CH:15][CH:14]=2)[CH:5]=[CH:6][CH:7]=1.Cl.[OH-].[Na+].[C:25](O[C:25]([O:27][C:28]([CH3:31])([CH3:30])[CH3:29])=[O:26])([O:27][C:28]([CH3:31])([CH3:30])[CH3:29])=[O:26], predict the reaction product. The product is: [Cl:1][C:2]1[CH:3]=[C:4]([C@@H:8]([OH:21])[CH2:9][N:10]([CH2:11][CH2:12][C:13]2[CH:18]=[CH:17][C:16]([I:19])=[CH:15][CH:14]=2)[C:25](=[O:26])[O:27][C:28]([CH3:31])([CH3:30])[CH3:29])[CH:5]=[CH:6][CH:7]=1. (8) Given the reactants Cl.Cl.[O:3]=[C:4]1[N:13]([CH2:14][CH:15]2[CH2:20][CH2:19][NH:18][CH2:17][CH2:16]2)[CH2:12][C:11]2[C:6](=[CH:7][CH:8]=[CH:9][CH:10]=2)[N:5]1C1C=CN=C(C#N)C=1.[Cl:29][C:30]1[C:35]([O:36][CH3:37])=[C:34](Cl)[N:33]=[CH:32][N:31]=1, predict the reaction product. The product is: [Cl:29][C:30]1[N:31]=[CH:32][N:33]=[C:34]([N:18]2[CH2:17][CH2:16][CH:15]([CH2:14][N:13]3[CH2:12][C:11]4[C:6](=[CH:7][CH:8]=[CH:9][CH:10]=4)[NH:5][C:4]3=[O:3])[CH2:20][CH2:19]2)[C:35]=1[O:36][CH3:37].